This data is from Full USPTO retrosynthesis dataset with 1.9M reactions from patents (1976-2016). The task is: Predict the reactants needed to synthesize the given product. (1) Given the product [Br:19][C:17]1[CH:18]=[C:13]([C:21]2([CH:22]=[CH:23][CH:24]=[CH:25][CH2:26]2)[CH2:20][OH:27])[CH:14]=[N:15][CH:16]=1, predict the reactants needed to synthesize it. The reactants are: C([Mg]Cl)CCC.C([Li])CCC.Br[C:13]1[CH:14]=[N:15][CH:16]=[C:17]([Br:19])[CH:18]=1.[CH:20](=[O:27])[C:21]1[CH:26]=[CH:25][CH:24]=[CH:23][CH:22]=1. (2) Given the product [SH:6][C:7]1[CH:8]=[CH:9][C:10]([CH2:13][C:14]([OH:16])=[O:15])=[CH:11][CH:12]=1, predict the reactants needed to synthesize it. The reactants are: C(OC([S:6][C:7]1[CH:12]=[CH:11][C:10]([CH2:13][C:14]([OH:16])=[O:15])=[CH:9][CH:8]=1)=S)C.[OH-].[K+]. (3) Given the product [NH2:1][C:4]1[C:13]2[C:8](=[CH:9][CH:10]=[CH:11][CH:12]=2)[C:7]([O:14][CH2:15][CH:16]([C:18]2[CH:23]=[CH:22][N:21]=[C:20]([NH:24][C:25](=[O:31])[O:26][C:27]([CH3:30])([CH3:29])[CH3:28])[CH:19]=2)[CH3:17])=[CH:6][CH:5]=1, predict the reactants needed to synthesize it. The reactants are: [N+:1]([C:4]1[C:13]2[C:8](=[CH:9][CH:10]=[CH:11][CH:12]=2)[C:7]([O:14][CH2:15][CH:16]([C:18]2[CH:23]=[CH:22][N:21]=[C:20]([NH:24][C:25](=[O:31])[O:26][C:27]([CH3:30])([CH3:29])[CH3:28])[CH:19]=2)[CH3:17])=[CH:6][CH:5]=1)([O-])=O.CC(O)=O.CCOC(C)=O.[H][H]. (4) Given the product [Br:17][C:18]1[CH:19]=[N:20][N:21]([C:4]2[N:3]=[C:2]([NH:14][C:13]3[CH:15]=[CH:16][C:10]([Cl:9])=[CH:11][CH:12]=3)[CH:7]=[CH:6][CH:5]=2)[CH:22]=1, predict the reactants needed to synthesize it. The reactants are: F[C:2]1[CH:7]=[CH:6][CH:5]=[C:4](F)[N:3]=1.[Cl:9][C:10]1[CH:16]=[CH:15][C:13]([NH2:14])=[CH:12][CH:11]=1.[Br:17][C:18]1[CH:19]=[N:20][NH:21][CH:22]=1. (5) Given the product [CH3:36][O:35][C:33]([N:11]([CH:12]([CH3:13])[CH3:14])[NH:10][C:8]([C:6]1[C:5]([NH:15][C:16]([C:18]2[N:19]([C:24]3[C:29]([Cl:30])=[CH:28][CH:27]=[CH:26][N:25]=3)[N:20]=[C:21]([Br:23])[CH:22]=2)=[O:17])=[C:4]([CH3:31])[CH:3]=[C:2]([Cl:1])[N:7]=1)=[O:9])=[O:34], predict the reactants needed to synthesize it. The reactants are: [Cl:1][C:2]1[N:7]=[C:6]([C:8]([NH:10][NH:11][CH:12]([CH3:14])[CH3:13])=[O:9])[C:5]([NH:15][C:16]([C:18]2[N:19]([C:24]3[C:29]([Cl:30])=[CH:28][CH:27]=[CH:26][N:25]=3)[N:20]=[C:21]([Br:23])[CH:22]=2)=[O:17])=[C:4]([CH3:31])[CH:3]=1.Cl[C:33]([O:35][CH3:36])=[O:34]. (6) Given the product [Cl:1][C:2]1[CH:7]=[CH:6][C:5]([S:8]([N:11]2[CH2:16][CH2:15][CH2:14][C@@H:13]([NH:17][C:18]3[N:23]=[C:22]([C:24]4[N:31]5[C:27]([S:28][CH:29]=[CH:30]5)=[N:26][C:25]=4[C:32]4[CH:33]=[C:34]([OH:38])[CH:35]=[CH:36][CH:37]=4)[CH:21]=[CH:20][N:19]=3)[CH2:12]2)(=[O:10])=[O:9])=[CH:4][CH:3]=1, predict the reactants needed to synthesize it. The reactants are: [Cl:1][C:2]1[CH:7]=[CH:6][C:5]([S:8]([N:11]2[CH2:16][CH2:15][CH2:14][C@@H:13]([NH:17][C:18]3[N:23]=[C:22]([C:24]4[N:31]5[C:27]([S:28][CH:29]=[CH:30]5)=[N:26][C:25]=4[C:32]4[CH:37]=[CH:36][CH:35]=[C:34]([O:38]C)[CH:33]=4)[CH:21]=[CH:20][N:19]=3)[CH2:12]2)(=[O:10])=[O:9])=[CH:4][CH:3]=1.B(Br)(Br)Br. (7) Given the product [OH:7][C:8]1[C:13]([C:14]2[CH:15]=[N:16][CH:17]=[C:18]([C:20]([NH:22][C:23]3[CH:24]=[CH:25][C:26]([O:29][C:30]([F:33])([F:31])[F:32])=[CH:27][CH:28]=3)=[O:21])[CH:19]=2)=[CH:12][CH:11]=[CH:10][N:9]=1, predict the reactants needed to synthesize it. The reactants are: [Si](I)(C)(C)C.C[O:7][C:8]1[C:13]([C:14]2[CH:15]=[N:16][CH:17]=[C:18]([C:20]([NH:22][C:23]3[CH:28]=[CH:27][C:26]([O:29][C:30]([F:33])([F:32])[F:31])=[CH:25][CH:24]=3)=[O:21])[CH:19]=2)=[CH:12][CH:11]=[CH:10][N:9]=1.CO. (8) Given the product [CH3:1][S:2]([C:3]1[CH:8]=[CH:7][N:6]=[C:5]([C:9]2[CH:14]=[N:13][C:12]([N:15]3[C:23]4[C:18](=[CH:19][CH:20]=[C:21]([C:24]([N:26]5[CH2:27][CH2:28][O:29][CH2:30][CH2:31]5)=[O:25])[CH:22]=4)[C:17]4([CH2:33][CH2:32]4)[CH2:16]3)=[N:11][CH:10]=2)[CH:4]=1)=[O:42], predict the reactants needed to synthesize it. The reactants are: [CH3:1][S:2][C:3]1[CH:8]=[CH:7][N:6]=[C:5]([C:9]2[CH:10]=[N:11][C:12]([N:15]3[C:23]4[C:18](=[CH:19][CH:20]=[C:21]([C:24]([N:26]5[CH2:31][CH2:30][O:29][CH2:28][CH2:27]5)=[O:25])[CH:22]=4)[C:17]4([CH2:33][CH2:32]4)[CH2:16]3)=[N:13][CH:14]=2)[CH:4]=1.C1C=C(Cl)C=C(C(OO)=[O:42])C=1. (9) Given the product [C:1]([O:5][C:6]([N:8]1[CH2:13][CH2:12][CH2:11][CH:10]([O:14][C:41]2[CH:40]=[C:39]3[C:44](=[CH:43][C:42]=2[CH3:45])[C:35]([NH2:34])=[N:36][CH:37]=[CH:38]3)[CH2:9]1)=[O:7])([CH3:4])([CH3:2])[CH3:3], predict the reactants needed to synthesize it. The reactants are: [C:1]([O:5][C:6]([N:8]1[CH2:13][CH2:12][CH2:11][CH:10]([OH:14])[CH2:9]1)=[O:7])([CH3:4])([CH3:3])[CH3:2].C1(P(C2C=CC=CC=2)C2C=CC=CC=2)C=CC=CC=1.[NH2:34][C:35]1[C:44]2[C:39](=[CH:40][C:41](O)=[C:42]([CH3:45])[CH:43]=2)[CH:38]=[CH:37][N:36]=1.CCOC(/N=N/C(OCC)=O)=O.